Dataset: Full USPTO retrosynthesis dataset with 1.9M reactions from patents (1976-2016). Task: Predict the reactants needed to synthesize the given product. (1) Given the product [NH:1]1[C:9]2[C:4](=[CH:5][CH:6]=[C:7]([C:10]3[O:12][N:22]=[C:15]([C:16]4[CH:17]=[N:18][CH:19]=[CH:20][CH:21]=4)[N:14]=3)[CH:8]=2)[CH:3]=[CH:2]1, predict the reactants needed to synthesize it. The reactants are: [NH:1]1[C:9]2[C:4](=[CH:5][CH:6]=[C:7]([C:10]([OH:12])=O)[CH:8]=2)[CH:3]=[CH:2]1.O[N:14]=[C:15]([NH2:22])[C:16]1[CH:21]=[CH:20][CH:19]=[N:18][CH:17]=1.N. (2) Given the product [C:24]([C:2]1[C:3]([F:17])=[C:4]2[C:8](=[CH:9][CH:10]=1)[N:7]([CH:11]1[CH2:16][CH2:15][CH2:14][CH2:13][O:12]1)[N:6]=[CH:5]2)#[C:25][CH2:26][CH3:27], predict the reactants needed to synthesize it. The reactants are: Br[C:2]1[C:3]([F:17])=[C:4]2[C:8](=[CH:9][CH:10]=1)[N:7]([CH:11]1[CH2:16][CH2:15][CH2:14][CH2:13][O:12]1)[N:6]=[CH:5]2.C([O-])([O-])=O.[Cs+].[Cs+].[C:24]([Si](C)(C)C)#[C:25][CH2:26][CH3:27].N#N. (3) Given the product [Cl-:44].[Cl:41][C:7](=[O:6])[CH2:8][CH2:9][C:10]([O:12][CH2:13][O:14][C:15]1[CH:20]=[C:19]([N:21]2[CH2:26][CH2:25][O:24][CH2:23][CH2:22]2)[O+:18]=[C:17]2[C:27]([C:30]3[CH:39]=[CH:38][C:33]4[O:34][CH2:35][CH2:36][O:37][C:32]=4[CH:31]=3)=[CH:28][S:29][C:16]=12)=[O:11], predict the reactants needed to synthesize it. The reactants are: [I-].C([O:6][C:7](=O)[CH2:8][CH2:9][C:10]([O:12][CH2:13][O:14][C:15]1[CH:20]=[C:19]([N:21]2[CH2:26][CH2:25][O:24][CH2:23][CH2:22]2)[O+:18]=[C:17]2[C:27]([C:30]3[CH:39]=[CH:38][C:33]4[O:34][CH2:35][CH2:36][O:37][C:32]=4[CH:31]=3)=[CH:28][S:29][C:16]=12)=[O:11])(C)(C)C.[ClH:41].S(Cl)([Cl:44])=O. (4) Given the product [N:11]1([CH:7]2[CH2:8][CH2:9][CH2:10][N:5]([CH2:4][CH2:3][CH2:2][NH:1][C:41]([NH:40][CH2:33][C:34]3[CH:39]=[CH:38][CH:37]=[CH:36][CH:35]=3)=[O:42])[CH2:6]2)[C:22]2=[C:23]3[C:18](=[CH:19][CH:20]=[CH:21]2)[CH:17]=[N:16][CH:15]=[C:14]3[CH2:13][CH2:12]1, predict the reactants needed to synthesize it. The reactants are: [NH2:1][CH2:2][CH2:3][CH2:4][N:5]1[CH2:10][CH2:9][CH2:8][CH:7]([N:11]2[C:22]3=[C:23]4[C:18](=[CH:19][CH:20]=[CH:21]3)[CH:17]=[N:16][CH:15]=[C:14]4[CH2:13][CH2:12]2)[CH2:6]1.C(N(CC)C(C)C)(C)C.[CH2:33]([N:40]=[C:41]=[O:42])[C:34]1[CH:39]=[CH:38][CH:37]=[CH:36][CH:35]=1.C(=O)([O-])O.[Na+]. (5) Given the product [CH3:22][C:3]1[C:2]([NH:34][CH:27]2[CH2:28][CH2:29][CH2:30][NH:25][C:26]2=[O:31])=[N:11][C:10]2[C:5](=[CH:6][CH:7]=[CH:8][C:9]=2[C:12]2[NH:20][C:19]3[CH2:18][CH2:17][NH:16][C:15](=[O:21])[C:14]=3[CH:13]=2)[N:4]=1, predict the reactants needed to synthesize it. The reactants are: F[C:2]1[C:3]([CH3:22])=[N:4][C:5]2[C:10]([N:11]=1)=[C:9]([C:12]1[NH:20][C:19]3[CH2:18][CH2:17][NH:16][C:15](=[O:21])[C:14]=3[CH:13]=1)[CH:8]=[CH:7][CH:6]=2.Cl.N[N:25]1[CH2:30][CH2:29][CH2:28][CH2:27][C:26]1=[O:31].CC[N:34](C(C)C)C(C)C. (6) Given the product [OH:3][P:1]([O-:5])([O-:4])=[O:2].[Na+:11].[Na+:11].[P:7]([O-:10])([O-:9])([O-:8])=[O:6].[Na+:11].[Na+:11].[Na+:11], predict the reactants needed to synthesize it. The reactants are: [P:1]([O-:5])([O-:4])([O-:3])=[O:2].[OH:6][P:7]([O-:10])([OH:9])=[O:8].[Na+:11].OP([O-])([O-])=O.[Na+].[Na+]. (7) Given the product [CH3:19][C:16]12[CH2:18][CH:12]([N:11]([C:9]([C:6]3[CH:5]=[CH:4][C:3]([CH2:2][NH:1][C:22](=[O:29])[C:23]4[CH:28]=[CH:27][CH:26]=[CH:25][CH:24]=4)=[CH:8][CH:7]=3)=[O:10])[CH2:17]1)[CH2:13][C:14]([CH3:21])([CH3:20])[CH2:15]2, predict the reactants needed to synthesize it. The reactants are: [NH2:1][CH2:2][C:3]1[CH:8]=[CH:7][C:6]([C:9]([N:11]2[CH2:17][C:16]3([CH3:19])[CH2:18][CH:12]2[CH2:13][C:14]([CH3:21])([CH3:20])[CH2:15]3)=[O:10])=[CH:5][CH:4]=1.[C:22](Cl)(=[O:29])[C:23]1[CH:28]=[CH:27][CH:26]=[CH:25][CH:24]=1.